From a dataset of Reaction yield outcomes from USPTO patents with 853,638 reactions. Predict the reaction yield, written as a fraction of the theoretical maximum amount of product (1.0 means a 100% yield; for example, 0.34 means a 34% yield). (1) The reactants are [ClH:1].C(OC([NH:9][CH2:10][CH2:11][CH2:12][CH2:13][CH2:14][CH2:15][C:16]([NH:18][CH2:19][C:20]1[CH:28]=[CH:27][CH:26]=[C:25]2[C:21]=1[C:22](=[O:38])[N:23]([CH:30]1[CH2:35][CH2:34][C:33](=[O:36])[NH:32][C:31]1=[O:37])[C:24]2=[O:29])=[O:17])=O)(C)(C)C. The catalyst is O1CCOCC1.C(Cl)Cl. The product is [ClH:1].[NH2:9][CH2:10][CH2:11][CH2:12][CH2:13][CH2:14][CH2:15][C:16]([NH:18][CH2:19][C:20]1[CH:28]=[CH:27][CH:26]=[C:25]2[C:21]=1[C:22](=[O:38])[N:23]([CH:30]1[CH2:35][CH2:34][C:33](=[O:36])[NH:32][C:31]1=[O:37])[C:24]2=[O:29])=[O:17]. The yield is 0.410. (2) The yield is 0.900. The catalyst is S(=O)(=O)(O)O.O. The reactants are [I:1][C:2]1[CH:3]=[C:4]([NH2:9])[C:5]([NH2:8])=[CH:6][CH:7]=1.[N:10]([O-])=O.[Na+]. The product is [I:1][C:2]1[CH:7]=[CH:6][C:5]2[N:8]=[N:10][NH:9][C:4]=2[CH:3]=1. (3) The yield is 0.870. No catalyst specified. The reactants are [CH3:1][C:2]1[CH:11]=[CH:10][C:9]2[C:4](=[CH:5][CH:6]=[CH:7][C:8]=2[N:12]2[CH2:17][CH2:16][N:15]([CH2:18][CH2:19][C:20]3[CH:21]=[C:22]([CH:24]=[CH:25][CH:26]=3)[NH2:23])[CH2:14][CH2:13]2)[N:3]=1.[Cl:27][CH2:28][CH2:29][CH2:30][N:31]=[C:32]=[O:33]. The product is [ClH:27].[ClH:27].[CH3:1][C:2]1[CH:11]=[CH:10][C:9]2[C:4](=[CH:5][CH:6]=[CH:7][C:8]=2[N:12]2[CH2:13][CH2:14][N:15]([CH2:18][CH2:19][C:20]3[CH:21]=[C:22]([N:23]4[CH2:28][CH2:29][CH2:30][NH:31][C:32]4=[O:33])[CH:24]=[CH:25][CH:26]=3)[CH2:16][CH2:17]2)[N:3]=1. (4) The reactants are [CH3:1][CH:2]([CH3:5])[CH2:3][OH:4].[H-].[Na+].[N+:8]([C:11]1[CH:18]=[CH:17][CH:16]=[C:15]([N+]([O-])=O)[C:12]=1[C:13]#[N:14])([O-:10])=[O:9]. The catalyst is C1COCC1. The product is [CH2:3]([O:4][C:15]1[CH:16]=[CH:17][CH:18]=[C:11]([N+:8]([O-:10])=[O:9])[C:12]=1[C:13]#[N:14])[CH:2]([CH3:5])[CH3:1]. The yield is 1.00. (5) The reactants are Cl.[CH3:2][N:3]1[C:8](=[O:9])[CH:7]=[CH:6][C:5]([N:10]2[CH2:15][CH2:14][CH:13]([C:16]([OH:18])=O)[CH2:12][CH2:11]2)=[N:4]1.Cl.[N:20]1([S:26]([C:29]2[CH:37]=[C:36]3[C:32]([CH:33]=[CH:34][NH:35]3)=[CH:31][CH:30]=2)(=[O:28])=[O:27])[CH2:25][CH2:24][NH:23][CH2:22][CH2:21]1.C(N(C(C)C)CC)(C)C.F[B-](F)(F)F.N1(OC(N(C)C)=[N+](C)C)C2C=CC=CC=2N=N1. The catalyst is CN(C)C=O. The product is [NH:35]1[C:36]2[C:32](=[CH:31][CH:30]=[C:29]([S:26]([N:20]3[CH2:25][CH2:24][N:23]([C:16]([CH:13]4[CH2:12][CH2:11][N:10]([C:5]5[CH:6]=[CH:7][C:8](=[O:9])[N:3]([CH3:2])[N:4]=5)[CH2:15][CH2:14]4)=[O:18])[CH2:22][CH2:21]3)(=[O:27])=[O:28])[CH:37]=2)[CH:33]=[CH:34]1. The yield is 0.990.